This data is from Full USPTO retrosynthesis dataset with 1.9M reactions from patents (1976-2016). The task is: Predict the reactants needed to synthesize the given product. (1) Given the product [Cl:1][C:2]1[CH:10]=[C:9]2[C:5](/[C:6](=[CH:12]\[CH2:13][CH3:14])/[C:7](=[O:11])[NH:8]2)=[CH:4][CH:3]=1, predict the reactants needed to synthesize it. The reactants are: [Cl:1][C:2]1[CH:10]=[C:9]2[C:5]([CH2:6][C:7](=[O:11])[NH:8]2)=[CH:4][CH:3]=1.[CH:12](=O)[CH2:13][CH3:14].CN(C)C1C=CC=CC=1.Cl. (2) Given the product [C:1]1([C@@H:7]2[N:21]3[C:22]4[C:14]([C:15]5[C:20]3=[CH:19][CH:18]=[CH:17][C:16]=5[OH:23])=[CH:13][CH:12]=[CH:11][C:10]=4[O:9][CH2:8]2)[CH:2]=[CH:3][CH:4]=[CH:5][CH:6]=1, predict the reactants needed to synthesize it. The reactants are: [C:1]1([C@@H:7]2[N:21]3[C:22]4[C:14]([C:15]5[C:16](=[O:23])[CH2:17][CH2:18][CH2:19][C:20]=53)=[CH:13][CH:12]=[CH:11][C:10]=4[O:9][CH2:8]2)[CH:6]=[CH:5][CH:4]=[CH:3][CH:2]=1.C(O)(=O)C.O.C(=O)([O-])[O-].[Li+].[Li+].[Cl-].[Li+]. (3) Given the product [Br:29][C:30]1[CH:31]=[N:32][C:33]([N:13]2[CH2:12][CH2:11][N:10]([C:7]3[N:6]=[CH:5][C:4]([CH2:2][CH3:3])=[CH:9][N:8]=3)[CH2:15][CH2:14]2)=[C:34]([CH:37]=1)[C:35]#[N:36], predict the reactants needed to synthesize it. The reactants are: Cl.[CH2:2]([C:4]1[CH:5]=[N:6][C:7]([N:10]2[CH2:15][CH2:14][NH:13][CH2:12][CH2:11]2)=[N:8][CH:9]=1)[CH3:3].C1(C)C=CC=CC=1.C(=O)([O-])[O-].[K+].[K+].[Br:29][C:30]1[CH:31]=[N:32][C:33](Cl)=[C:34]([CH:37]=1)[C:35]#[N:36]. (4) Given the product [CH:36]1([C:7]2([CH:1]3[CH2:2][CH2:3][CH2:4][CH2:5][CH2:6]3)[CH:11]3[CH2:12][NH:13][CH2:14][CH2:15][N:10]3[C:9](=[O:35])[O:8]2)[CH2:41][CH2:40][CH2:39][CH2:38][CH2:37]1, predict the reactants needed to synthesize it. The reactants are: [CH:1]1([C:7]2([CH:36]3[CH2:41][CH2:40][CH2:39][CH2:38][CH2:37]3)[CH:11]3[CH2:12][N:13](C(C4C=CC=CC=4)(C4C=CC=CC=4)C4C=CC=CC=4)[CH2:14][CH2:15][N:10]3[C:9](=[O:35])[O:8]2)[CH2:6][CH2:5][CH2:4][CH2:3][CH2:2]1.Cl.C(OCC)(=O)C. (5) Given the product [Cl:36][C:30]1[C:31]([Cl:35])=[CH:32][CH:33]=[CH:34][C:29]=1[N:26]1[CH2:25][CH2:24][N:23]([CH2:22][CH2:21][CH2:20][O:19][C:13]2[N:12]=[C:11]3[C:16]([CH:17]=[CH:18][C:9](=[O:8])[NH:10]3)=[CH:15][CH:14]=2)[CH2:28][CH2:27]1, predict the reactants needed to synthesize it. The reactants are: C([O:8][C:9]1[CH:18]=[CH:17][C:16]2[C:11](=[N:12][C:13]([O:19][CH2:20][CH2:21][CH2:22][N:23]3[CH2:28][CH2:27][N:26]([C:29]4[CH:34]=[CH:33][CH:32]=[C:31]([Cl:35])[C:30]=4[Cl:36])[CH2:25][CH2:24]3)=[CH:14][CH:15]=2)[N:10]=1)C1C=CC=CC=1.